From a dataset of Reaction yield outcomes from USPTO patents with 853,638 reactions. Predict the reaction yield, written as a fraction of the theoretical maximum amount of product (1.0 means a 100% yield; for example, 0.34 means a 34% yield). (1) The reactants are [CH:1]1([CH:7]([C:9]2[C:10]([CH:22]([CH3:24])[CH3:23])=[N:11][N:12]([C:14]3[CH:19]=[CH:18][C:17]([O:20][CH3:21])=[CH:16][CH:15]=3)[CH:13]=2)O)[CH2:6][CH2:5][CH2:4][CH2:3][CH2:2]1.[NH2:25][C:26]1[CH:31]=[CH:30][C:29]([C:32]([N:34]([CH3:42])[CH2:35][CH2:36][C:37]([O:39]CC)=[O:38])=[O:33])=[CH:28][CH:27]=1. No catalyst specified. The product is [CH:1]1([CH:7]([NH:25][C:26]2[CH:27]=[CH:28][C:29]([C:32]([N:34]([CH3:42])[CH2:35][CH2:36][C:37]([OH:39])=[O:38])=[O:33])=[CH:30][CH:31]=2)[C:9]2[C:10]([CH:22]([CH3:24])[CH3:23])=[N:11][N:12]([C:14]3[CH:19]=[CH:18][C:17]([O:20][CH3:21])=[CH:16][CH:15]=3)[CH:13]=2)[CH2:6][CH2:5][CH2:4][CH2:3][CH2:2]1. The yield is 0.240. (2) The reactants are [S:1]1[C:5]2[CH:6]=[CH:7][CH:8]=[CH:9][C:4]=2[CH:3]=[C:2]1[S:10]([N:13]1[CH:17]=[C:16]([CH:18]=[O:19])[N:15]=[C:14]1[C:20]1[CH:25]=[CH:24][CH:23]=[CH:22][CH:21]=1)(=[O:12])=[O:11].[Cl-].[CH3:27][NH3+:28].[C:39]([O:38][BH-]([O:38][C:39](=[O:41])[CH3:40])[O:38][C:39](=[O:41])[CH3:40])(=[O:41])[CH3:40].[Na+].C[OH:44]. No catalyst specified. The product is [C:39]([OH:38])(=[O:41])/[CH:40]=[CH:16]/[C:18]([OH:19])=[O:44].[S:1]1[C:5]2[CH:6]=[CH:7][CH:8]=[CH:9][C:4]=2[CH:3]=[C:2]1[S:10]([N:13]1[CH:17]=[C:16]([CH2:18][NH:28][CH3:27])[N:15]=[C:14]1[C:20]1[CH:25]=[CH:24][CH:23]=[CH:22][CH:21]=1)(=[O:12])=[O:11]. The yield is 0.690. (3) The reactants are [O:1]1[C:5]2([CH2:10][CH2:9][NH:8][CH2:7][CH2:6]2)OCC1.[CH2:11]([O:13][C:14]1[CH:15]=[C:16]([CH:19]=[CH:20][C:21]=1[O:22][CH3:23])[CH:17]=O)[CH3:12].C([BH3-])#N.[Na+].Cl. The catalyst is C(O)C.O.C(O)(=O)C. The product is [CH2:11]([O:13][C:14]1[CH:15]=[C:16]([CH:19]=[CH:20][C:21]=1[O:22][CH3:23])[CH2:17][N:8]1[CH2:7][CH2:6][C:5](=[O:1])[CH2:10][CH2:9]1)[CH3:12]. The yield is 0.590. (4) The reactants are [CH:1]1([C:4]([NH:6][C:7]2[N:8]=[CH:9][C:10]3[C:15]([CH:16]=2)=[CH:14][CH:13]=[C:12]([C:17]2[CH:18]=[C:19]([NH:24][C:25](=O)[O:26]C4C=CC([N+]([O-])=O)=CC=4)[CH:20]=[CH:21][C:22]=2[CH3:23])[CH:11]=3)=[O:5])[CH2:3][CH2:2]1.O1CCCC1.[NH:42]1[CH2:47][CH2:46][O:45][CH2:44][CH2:43]1.C(N(CC)CC)C. The catalyst is C(OCC)(=O)C. The product is [CH:1]1([C:4]([NH:6][C:7]2[N:8]=[CH:9][C:10]3[C:15]([CH:16]=2)=[CH:14][CH:13]=[C:12]([C:17]2[CH:18]=[C:19]([NH:24][C:25]([N:42]4[CH2:47][CH2:46][O:45][CH2:44][CH2:43]4)=[O:26])[CH:20]=[CH:21][C:22]=2[CH3:23])[CH:11]=3)=[O:5])[CH2:2][CH2:3]1. The yield is 0.670. (5) The reactants are C([N:8]([C@@H:31]([CH2:34][C:35]1[CH:40]=[CH:39][C:38]([O:41][C:42]2[C:51]3[C:46](=[CH:47][CH:48]=[C:49]([F:52])[CH:50]=3)[N:45]=[CH:44][CH:43]=2)=[CH:37][CH:36]=1)[CH2:32][OH:33])[CH2:9][C@@H:10]([C:12]1[CH:13]=[CH:14][C:15]([O:23]CC2C=CC=CC=2)=[C:16]([NH:18][S:19]([CH3:22])(=[O:21])=[O:20])[CH:17]=1)[OH:11])C1C=CC=CC=1. The catalyst is CO.[Pd]. The product is [OH:23][C:15]1[CH:14]=[CH:13][C:12]([C@@H:10]([OH:11])[CH2:9][NH:8][C@@H:31]([CH2:34][C:35]2[CH:36]=[CH:37][C:38]([O:41][C:42]3[C:51]4[C:46](=[CH:47][CH:48]=[C:49]([F:52])[CH:50]=4)[N:45]=[CH:44][CH:43]=3)=[CH:39][CH:40]=2)[CH2:32][OH:33])=[CH:17][C:16]=1[NH:18][S:19]([CH3:22])(=[O:21])=[O:20]. The yield is 0.680. (6) The reactants are Cl[CH2:2][C:3]1[CH:8]=[CH:7][CH:6]=[CH:5][N:4]=1.[Cl:9][C:10]1[CH:15]=[C:14]([NH:16][C:17]2[C:26]3[C:21](=[CH:22][CH:23]=[CH:24][C:25]=3[O:27][C@H:28]([C@H:30]3[CH2:34][CH2:33][CH2:32][N:31]3[C:35](=[O:38])[CH2:36][OH:37])[CH3:29])[N:20]=[CH:19][N:18]=2)[CH:13]=[CH:12][C:11]=1[OH:39]. No catalyst specified. The product is [Cl:9][C:10]1[CH:15]=[C:14]([NH:16][C:17]2[C:26]3[C:21](=[CH:22][CH:23]=[CH:24][C:25]=3[O:27][C@H:28]([C@H:30]3[CH2:34][CH2:33][CH2:32][N:31]3[C:35](=[O:38])[CH2:36][OH:37])[CH3:29])[N:20]=[CH:19][N:18]=2)[CH:13]=[CH:12][C:11]=1[O:39][CH2:2][C:3]1[CH:8]=[CH:7][CH:6]=[CH:5][N:4]=1. The yield is 0.170. (7) The reactants are [CH3:1][O:2][CH2:3][C@H:4]([NH:11][C:12]([C:14]1[C:15]2[CH:16]=[CH:17][NH:18][C:19]=2[CH:20]=[CH:21][CH:22]=1)=[O:13])[C:5]1[CH:10]=[CH:9][CH:8]=[CH:7][CH:6]=1.[NH2:23][C:24]1[N:29]=[C:28](Cl)[CH:27]=[CH:26][N:25]=1.C(NC1C=C(C=CC=1)CNC(C1C2C=CN(C3C=CN=C(N)N=3)C=2C=CC=1)=O)(=O)C. The catalyst is O. The product is [NH2:23][C:24]1[N:29]=[C:28]([N:18]2[C:19]3[CH:20]=[CH:21][CH:22]=[C:14]([C:12]([NH:11][C@H:4]([C:5]4[CH:6]=[CH:7][CH:8]=[CH:9][CH:10]=4)[CH2:3][O:2][CH3:1])=[O:13])[C:15]=3[CH:16]=[CH:17]2)[CH:27]=[CH:26][N:25]=1. The yield is 0.250. (8) The reactants are [N+:1]([C:4]1[CH:12]=[CH:11][C:7]2[N:8]=[CH:9][S:10][C:6]=2[CH:5]=1)([O-])=O.Cl[Sn]Cl.[NH4+].[OH-]. The catalyst is Cl. The product is [S:10]1[C:6]2[CH:5]=[C:4]([NH2:1])[CH:12]=[CH:11][C:7]=2[N:8]=[CH:9]1. The yield is 0.720. (9) No catalyst specified. The reactants are [NH2:1][CH:2]1[CH2:7][CH2:6][N:5]([C:8]2[CH:15]=[CH:14][C:11]([C:12]#[N:13])=[CH:10][N:9]=2)[CH2:4][CH2:3]1.[F:16][C:17]([F:33])([F:32])[C:18]1[O:22][N:21]=[C:20]([C:23]2[CH:24]=[C:25]([CH:29]=[CH:30][CH:31]=2)[C:26](O)=[O:27])[N:19]=1. The yield is 0.410. The product is [C:12]([C:11]1[CH:14]=[CH:15][C:8]([N:5]2[CH2:6][CH2:7][CH:2]([NH:1][C:26](=[O:27])[C:25]3[CH:29]=[CH:30][CH:31]=[C:23]([C:20]4[N:19]=[C:18]([C:17]([F:33])([F:32])[F:16])[O:22][N:21]=4)[CH:24]=3)[CH2:3][CH2:4]2)=[N:9][CH:10]=1)#[N:13]. (10) The reactants are [CH3:1][S:2]([CH3:5])(=[O:4])=[O:3].C([Li])CCC.CCCCCC.[CH2:17]([O:19][C:20]1[CH:21]=[C:22]([CH:25]=[CH:26][C:27]=1[O:28][CH3:29])[C:23]#[N:24])[CH3:18]. The catalyst is C1COCC1.O. The product is [CH2:17]([O:19][C:20]1[CH:21]=[C:22]([C:23]([NH2:24])=[CH:1][S:2]([CH3:5])(=[O:4])=[O:3])[CH:25]=[CH:26][C:27]=1[O:28][CH3:29])[CH3:18]. The yield is 0.830.